This data is from Retrosynthesis with 50K atom-mapped reactions and 10 reaction types from USPTO. The task is: Predict the reactants needed to synthesize the given product. Given the product CCCS(=O)(=O)Nc1cc(Cl)cc(-c2nc(C3CC3)oc2-c2ccnc(SC)n2)c1Cl, predict the reactants needed to synthesize it. The reactants are: CCCS(=O)(=O)Cl.CSc1nccc(-c2oc(C3CC3)nc2-c2cc(Cl)cc(N)c2Cl)n1.